Dataset: Catalyst prediction with 721,799 reactions and 888 catalyst types from USPTO. Task: Predict which catalyst facilitates the given reaction. (1) Reactant: [H-].[Na+].[NH:3]1[C:11]2[C:6](=[CH:7][CH:8]=[CH:9][N:10]=2)[CH:5]=[CH:4]1.[CH3:12][Si:13]([CH3:20])([CH3:19])[CH2:14][CH2:15][O:16][CH2:17]Cl. Product: [CH3:12][Si:13]([CH3:20])([CH3:19])[CH2:14][CH2:15][O:16][CH2:17][N:3]1[C:11]2=[N:10][CH:9]=[CH:8][CH:7]=[C:6]2[CH:5]=[CH:4]1. The catalyst class is: 3. (2) Reactant: C(OC([N:8]1[CH2:13][CH2:12][N:11]([S:14]([C:17]2[CH:26]=[CH:25][C:24]3[C:19](=[CH:20][CH:21]=[C:22]([Cl:27])[CH:23]=3)[CH:18]=2)(=[O:16])=[O:15])[CH2:10][CH:9]1[CH2:28][C:29](O)=[O:30])=O)(C)(C)C.[N:32]1C=CC=CC=1.C(=O)(O)[O-].[NH4+].C(=O)(OOC(C)(C)C)OOC(C)(C)C. Product: [ClH:27].[Cl:27][C:22]1[CH:23]=[C:24]2[C:19](=[CH:20][CH:21]=1)[CH:18]=[C:17]([S:14]([N:11]1[CH2:12][CH2:13][NH:8][CH:9]([CH2:28][C:29](=[O:30])[NH2:32])[CH2:10]1)(=[O:16])=[O:15])[CH:26]=[CH:25]2. The catalyst class is: 204. (3) Reactant: I[C:2]1[CH:3]=[C:4]([NH:9][C:10]2[N:15]=[C:14]([C:16]([F:19])([F:18])[F:17])[CH:13]=[CH:12][N:11]=2)[CH:5]=[C:6]([CH3:8])[CH:7]=1.O[C:21]1([C:33]2[N:34]=[CH:35][NH:36][CH:37]=2)[CH2:26][CH2:25][CH:24]([C:27]([O:29]C)=[O:28])[C:23]([CH3:32])([CH3:31])[CH2:22]1.C([O-])([O-])=O.[K+].[K+].N1CCC[C@H]1C(O)=O. Product: [CH3:31][C:23]1([CH3:32])[CH:24]([C:27]([OH:29])=[O:28])[CH2:25][CH:26]=[C:21]([C:33]2[N:34]=[CH:35][N:36]([C:2]3[CH:3]=[C:4]([NH:9][C:10]4[N:15]=[C:14]([C:16]([F:19])([F:18])[F:17])[CH:13]=[CH:12][N:11]=4)[CH:5]=[C:6]([CH3:8])[CH:7]=3)[CH:37]=2)[CH2:22]1. The catalyst class is: 205. (4) Reactant: C(O[C:4](=[O:30])[NH:5][CH2:6][C:7]1[CH:12]=[CH:11][C:10]([CH2:13][C:14]2[C:15]([F:29])=[C:16]([C:22]3[CH:27]=[CH:26][CH:25]=[C:24]([Cl:28])[CH:23]=3)[C:17]([O:20][CH3:21])=[CH:18][CH:19]=2)=[CH:9][N:8]=1)C.ClC(=O)[C:33]([O:35][CH2:36][CH3:37])=[O:34]. Product: [CH2:36]([O:35][C:33](=[O:34])[C:4]([NH:5][CH2:6][C:7]1[CH:12]=[CH:11][C:10]([CH2:13][C:14]2[C:15]([F:29])=[C:16]([C:22]3[CH:27]=[CH:26][CH:25]=[C:24]([Cl:28])[CH:23]=3)[C:17]([O:20][CH3:21])=[CH:18][CH:19]=2)=[CH:9][N:8]=1)=[O:30])[CH3:37]. The catalyst class is: 4. (5) Reactant: C([O:3][C:4](=[O:36])[CH:5]([C:10]1[CH:11]=[C:12]([C:26]2[CH:31]=[CH:30][C:29]([C:32]([F:35])([F:34])[F:33])=[CH:28][CH:27]=2)[CH:13]=[C:14]([CH:16]2[CH2:21][CH2:20][CH2:19][N:18]([S:22]([CH3:25])(=[O:24])=[O:23])[CH2:17]2)[CH:15]=1)[CH2:6][CH:7]([CH3:9])[CH3:8])C.[OH-].[K+]. Product: [CH3:25][S:22]([N:18]1[CH2:19][CH2:20][CH2:21][CH:16]([C:14]2[CH:15]=[C:10]([CH:5]([CH2:6][CH:7]([CH3:9])[CH3:8])[C:4]([OH:36])=[O:3])[CH:11]=[C:12]([C:26]3[CH:27]=[CH:28][C:29]([C:32]([F:34])([F:33])[F:35])=[CH:30][CH:31]=3)[CH:13]=2)[CH2:17]1)(=[O:23])=[O:24]. The catalyst class is: 14.